Task: Predict the reactants needed to synthesize the given product.. Dataset: Retrosynthesis with 50K atom-mapped reactions and 10 reaction types from USPTO (1) Given the product CCN(CC)CCCN(CC)Cc1cccc(-c2ccnc(NCCc3ccc(O)cc3)n2)c1, predict the reactants needed to synthesize it. The reactants are: CC=O.CCN(CC)CCCNCc1cccc(-c2ccnc(NCCc3ccc(O)cc3)n2)c1. (2) Given the product Cc1cc(C(=O)Nc2cc3cc(c2)Nc2nc(ncc2Cl)Nc2cccc(c2)CC3)no1, predict the reactants needed to synthesize it. The reactants are: Cc1cc(C(=O)Cl)no1.Nc1cc2cc(c1)Nc1nc(ncc1Cl)Nc1cccc(c1)CC2. (3) Given the product CC(=O)c1ccc2c(c1)Cc1cccc(C(C)=O)c1-2, predict the reactants needed to synthesize it. The reactants are: CC(=O)OC(C)=O.CC(=O)c1cccc2c1-c1ccccc1C2. (4) Given the product Cc1c(C(=O)NC2CCN(CCc3ccccc3)CC2)c2cc(O)ccc2n1Cc1ccccc1, predict the reactants needed to synthesize it. The reactants are: CC(=O)Oc1ccc2c(c1)c(C(=O)NC1CCN(CCc3ccccc3)CC1)c(C)n2Cc1ccccc1. (5) Given the product OCC(O)Cc1nccn1CCCCc1ccc(OCc2ccccc2)cc1, predict the reactants needed to synthesize it. The reactants are: ICCCCc1ccc(OCc2ccccc2)cc1.OCC(O)Cc1ncc[nH]1. (6) Given the product CC(C)(C)c1cnc(CSc2cnc(NC(=O)Cc3ccc(CNC[C@@H](O)CO)cc3)s2)o1, predict the reactants needed to synthesize it. The reactants are: CC(C)(C)c1cnc(CSc2cnc(NC(=O)Cc3ccc(CBr)cc3)s2)o1.NC[C@@H](O)CO. (7) Given the product CCCCCCC/C=C/C(=O)N1CCN(c2ccc(OCC(=O)OCC)cc2)CC1, predict the reactants needed to synthesize it. The reactants are: CCCCCCC/C=C/C(=O)O.CCOC(=O)COc1ccc(N2CCNCC2)cc1. (8) Given the product O=C(c1cccc(F)c1)N(C1CC1)[C@H]1CC[C@H](CCO)CC1, predict the reactants needed to synthesize it. The reactants are: COC(=O)C[C@H]1CC[C@H](N(C(=O)c2cccc(F)c2)C2CC2)CC1.